This data is from Forward reaction prediction with 1.9M reactions from USPTO patents (1976-2016). The task is: Predict the product of the given reaction. (1) Given the reactants [Cl:1][C:2]1[N:7]=[C:6](Cl)[CH:5]=[CH:4][N:3]=1.[C:9]([CH2:11][NH:12][C:13]([C:15]1[CH:20]=[CH:19][C:18](B(O)O)=[CH:17][CH:16]=1)=[O:14])#[N:10].C(O)CC.C(=O)(O)[O-].[Na+], predict the reaction product. The product is: [Cl:1][C:2]1[N:7]=[C:6]([C:18]2[CH:19]=[CH:20][C:15]([C:13]([NH:12][CH2:11][C:9]#[N:10])=[O:14])=[CH:16][CH:17]=2)[CH:5]=[CH:4][N:3]=1. (2) Given the reactants [O:1]1[C:6]2[CH:7]=[CH:8][C:9]([CH:11]=O)=[CH:10][C:5]=2[O:4][CH2:3][CH2:2]1.[C:13]([OH:19])(=[O:18])[CH2:14]C(O)=O.C([O-])(=O)C.[NH4+:24], predict the reaction product. The product is: [NH2:24][CH:11]([C:9]1[CH:8]=[CH:7][C:6]2[O:1][CH2:2][CH2:3][O:4][C:5]=2[CH:10]=1)[CH2:14][C:13]([OH:19])=[O:18]. (3) The product is: [CH3:1][O:2][C:3]1[CH:38]=[CH:37][C:6]([CH2:7][O:8][CH2:9][CH2:10][CH2:11][C@@:12]2([C:31]3[CH:32]=[CH:33][CH:34]=[CH:35][CH:36]=3)[O:17][C:16](=[O:18])[N:15]([C@H:19]([C:21]3[CH:22]=[CH:23][C:24]([CH2:27][C:28]([O:30][CH3:39])=[O:29])=[CH:25][CH:26]=3)[CH3:20])[CH2:14][CH2:13]2)=[CH:5][CH:4]=1. Given the reactants [CH3:1][O:2][C:3]1[CH:38]=[CH:37][C:6]([CH2:7][O:8][CH2:9][CH2:10][CH2:11][C@@:12]2([C:31]3[CH:36]=[CH:35][CH:34]=[CH:33][CH:32]=3)[O:17][C:16](=[O:18])[N:15]([C@H:19]([C:21]3[CH:26]=[CH:25][C:24]([CH2:27][C:28]([OH:30])=[O:29])=[CH:23][CH:22]=3)[CH3:20])[CH2:14][CH2:13]2)=[CH:5][CH:4]=1.[C:39]([O-])([O-])=O.[K+].[K+].CI, predict the reaction product. (4) Given the reactants [CH:1]1([NH:4][C:5]2[N:10]=[CH:9][C:8]([C:11]#[CH:12])=[CH:7][N:6]=2)[CH2:3][CH2:2]1.I[C:14]1[CH:15]=[C:16]([C:21]2[NH:25][C:24]3[CH:26]=[C:27]([CH2:30][N:31]4[CH2:36][CH2:35][N:34]([CH3:37])[CH2:33][CH2:32]4)[CH:28]=[CH:29][C:23]=3[N:22]=2)[CH:17]=[CH:18][C:19]=1[CH3:20], predict the reaction product. The product is: [CH:1]1([NH:4][C:5]2[N:6]=[CH:7][C:8]([C:11]#[C:12][C:14]3[CH:15]=[C:16]([C:21]4[NH:25][C:24]5[CH:26]=[C:27]([CH2:30][N:31]6[CH2:32][CH2:33][N:34]([CH3:37])[CH2:35][CH2:36]6)[CH:28]=[CH:29][C:23]=5[N:22]=4)[CH:17]=[CH:18][C:19]=3[CH3:20])=[CH:9][N:10]=2)[CH2:3][CH2:2]1. (5) The product is: [CH3:24][C:16]1[CH:17]=[C:18]([N+:21]([O-:23])=[O:22])[CH:19]=[CH:20][C:15]=1[N:4]1[CH2:5][CH2:6][N:1]([C:7]([O:9][C:10]([CH3:13])([CH3:12])[CH3:11])=[O:8])[CH2:2][CH2:3]1. Given the reactants [N:1]1([C:7]([O:9][C:10]([CH3:13])([CH3:12])[CH3:11])=[O:8])[CH2:6][CH2:5][NH:4][CH2:3][CH2:2]1.F[C:15]1[CH:20]=[CH:19][C:18]([N+:21]([O-:23])=[O:22])=[CH:17][C:16]=1[CH3:24].C(N(CC)C(C)C)(C)C, predict the reaction product. (6) Given the reactants [C:1]([O:5][C:6](=[O:38])[NH:7][C:8]1([C:12]2[CH:17]=[CH:16][C:15]([C:18]3[C:19]([C:32]4[CH:37]=[CH:36][CH:35]=[CH:34][CH:33]=4)=[CH:20][C:21]4[N:26]5[C:27](=[O:30])[NH:28][N:29]=[C:25]5[CH2:24][O:23][C:22]=4[N:31]=3)=[CH:14][CH:13]=2)[CH2:11][CH2:10][CH2:9]1)([CH3:4])([CH3:3])[CH3:2].C(=O)([O-])[O-].[K+].[K+].Br[CH2:46][C:47]#[N:48].O, predict the reaction product. The product is: [C:1]([O:5][C:6](=[O:38])[NH:7][C:8]1([C:12]2[CH:13]=[CH:14][C:15]([C:18]3[C:19]([C:32]4[CH:37]=[CH:36][CH:35]=[CH:34][CH:33]=4)=[CH:20][C:21]4[N:26]5[C:27](=[O:30])[N:28]([CH2:46][C:47]#[N:48])[N:29]=[C:25]5[CH2:24][O:23][C:22]=4[N:31]=3)=[CH:16][CH:17]=2)[CH2:11][CH2:10][CH2:9]1)([CH3:4])([CH3:2])[CH3:3]. (7) Given the reactants Br[C:2]1[CH:3]=[C:4]([N:12]2[CH2:16][CH:15]=[C:14]([O:17][C:18]3[CH:23]=[CH:22][C:21]([CH:24]4[CH2:26][CH2:25]4)=[CH:20][CH:19]=3)[C:13]2=[O:27])[CH:5]=[CH:6][C:7]=1[O:8][CH2:9][CH2:10][OH:11].[CH:28]1(B(O)O)[CH2:30][CH2:29]1.P([O-])([O-])([O-])=O.[K+].[K+].[K+].C1(P(C2CCCCC2)C2CCCCC2)CCCCC1, predict the reaction product. The product is: [CH:28]1([C:6]2[CH:5]=[C:4]([N:12]3[CH2:16][CH:15]=[C:14]([O:17][C:18]4[CH:19]=[CH:20][C:21]([CH:24]5[CH2:25][CH2:26]5)=[CH:22][CH:23]=4)[C:13]3=[O:27])[CH:3]=[CH:2][C:7]=2[O:8][CH2:9][CH2:10][OH:11])[CH2:30][CH2:29]1. (8) Given the reactants [Cl:1][C:2]1[CH:3]=[CH:4][C:5]2[O:10][CH:9]([C:11]3[CH:16]=[CH:15][CH:14]=[CH:13][CH:12]=3)[C:8](=[O:17])[N:7]([CH2:18][CH2:19][CH:20]=[O:21])[C:6]=2[CH:22]=1.CC(=CC)C.P([O-])(O)(O)=[O:29].[Na+].Cl([O-])=O.[Na+], predict the reaction product. The product is: [Cl:1][C:2]1[CH:3]=[CH:4][C:5]2[O:10][CH:9]([C:11]3[CH:16]=[CH:15][CH:14]=[CH:13][CH:12]=3)[C:8](=[O:17])[N:7]([CH2:18][CH2:19][C:20]([OH:29])=[O:21])[C:6]=2[CH:22]=1.